This data is from Forward reaction prediction with 1.9M reactions from USPTO patents (1976-2016). The task is: Predict the product of the given reaction. Given the reactants [Cl:1][C:2]1[CH:7]=[CH:6][C:5]([C:8]2[N:12]([CH2:13][C:14]3[CH:15]=[C:16]([C:20]([O:22]C)=[O:21])[CH:17]=[CH:18][CH:19]=3)[C:11](=[O:24])[N:10]([CH2:25][C:26]3[NH:30][C:29]([CH2:31][C:32]4[CH:37]=[CH:36][CH:35]=[CH:34][C:33]=4[C:38]([F:41])([F:40])[F:39])=[N:28][N:27]=3)[N:9]=2)=[CH:4][CH:3]=1.[OH-].[Na+].Cl, predict the reaction product. The product is: [Cl:1][C:2]1[CH:3]=[CH:4][C:5]([C:8]2[N:12]([CH2:13][C:14]3[CH:15]=[C:16]([C:20]([OH:22])=[O:21])[CH:17]=[CH:18][CH:19]=3)[C:11](=[O:24])[N:10]([CH2:25][C:26]3[NH:30][C:29]([CH2:31][C:32]4[CH:37]=[CH:36][CH:35]=[CH:34][C:33]=4[C:38]([F:39])([F:40])[F:41])=[N:28][N:27]=3)[N:9]=2)=[CH:6][CH:7]=1.